Dataset: Full USPTO retrosynthesis dataset with 1.9M reactions from patents (1976-2016). Task: Predict the reactants needed to synthesize the given product. (1) Given the product [CH3:26][O:25][C:22]1[CH:23]=[C:24]2[C:19](=[CH:20][C:21]=1[O:27][CH3:28])[N:18]=[CH:17][N:16]=[C:15]2[NH:1][C:2]1[S:3][C:4]2[CH:10]=[C:9]([N+:11]([O-:13])=[O:12])[CH:8]=[CH:7][C:5]=2[N:6]=1, predict the reactants needed to synthesize it. The reactants are: [NH2:1][C:2]1[S:3][C:4]2[CH:10]=[C:9]([N+:11]([O-:13])=[O:12])[CH:8]=[CH:7][C:5]=2[N:6]=1.Cl[C:15]1[C:24]2[C:19](=[CH:20][C:21]([O:27][CH3:28])=[C:22]([O:25][CH3:26])[CH:23]=2)[N:18]=[CH:17][N:16]=1. (2) Given the product [C:1]([C:5]1[CH:6]=[C:7]([NH:29][C:30]([NH:32][C@@H:33]2[C:42]3[C:37](=[CH:38][CH:39]=[CH:40][CH:41]=3)[C@H:36]([O:43][C:44]3[CH:45]=[CH:46][C:47]4[N:48]([C:50]([N:53]5[CH2:58][CH2:57][CH2:56][CH2:55][C@@H:54]5[CH3:59])=[N:51][N:52]=4)[CH:49]=3)[CH2:35][CH2:34]2)=[O:31])[N:8]([C:10]2[CH:15]=[CH:14][C:13]([O:16][Si:17]([CH:24]([CH3:26])[CH3:25])([CH:21]([CH3:23])[CH3:22])[CH:18]([CH3:20])[CH3:19])=[C:12]([CH2:27][Cl:73])[CH:11]=2)[N:9]=1)([CH3:4])([CH3:3])[CH3:2], predict the reactants needed to synthesize it. The reactants are: [C:1]([C:5]1[CH:6]=[C:7]([NH:29][C:30]([NH:32][C@@H:33]2[C:42]3[C:37](=[CH:38][CH:39]=[CH:40][CH:41]=3)[C@H:36]([O:43][C:44]3[CH:45]=[CH:46][C:47]4[N:48]([C:50]([N:53]5[CH2:58][CH2:57][CH2:56][CH2:55][C@@H:54]5[CH3:59])=[N:51][N:52]=4)[CH:49]=3)[CH2:35][CH2:34]2)=[O:31])[N:8]([C:10]2[CH:15]=[CH:14][C:13]([O:16][Si:17]([CH:24]([CH3:26])[CH3:25])([CH:21]([CH3:23])[CH3:22])[CH:18]([CH3:20])[CH3:19])=[C:12]([CH2:27]O)[CH:11]=2)[N:9]=1)([CH3:4])([CH3:3])[CH3:2].CCN(C(C)C)C(C)C.CS([Cl:73])(=O)=O.C(=O)(O)[O-].[Na+].